This data is from Forward reaction prediction with 1.9M reactions from USPTO patents (1976-2016). The task is: Predict the product of the given reaction. Given the reactants C(O)CO.[C:5]([CH:7]([C:12]1([C:22]2[CH:27]=[CH:26][CH:25]=[CH:24][N:23]=2)[CH2:21][C:16]2([CH2:20][CH2:19][CH2:18][CH2:17]2)[O:15][CH2:14][CH2:13]1)C(OC)=O)#[N:6].[OH-].[K+], predict the reaction product. The product is: [N:23]1[CH:24]=[CH:25][CH:26]=[CH:27][C:22]=1[C:12]1([CH2:7][C:5]#[N:6])[CH2:21][C:16]2([CH2:20][CH2:19][CH2:18][CH2:17]2)[O:15][CH2:14][CH2:13]1.